Dataset: Catalyst prediction with 721,799 reactions and 888 catalyst types from USPTO. Task: Predict which catalyst facilitates the given reaction. Reactant: [CH3:1][O:2][CH2:3][N:4]1[C:12]2[C:7](=[CH:8][CH:9]=[CH:10][C:11]=2[NH:13][S:14]([C:17]2[S:18][CH:19]=[CH:20][CH:21]=2)(=[O:16])=[O:15])[CH:6]=[C:5]1[C:22]1[S:23][CH:24]=[CH:25][N:26]=1.Br[CH2:28][C:29]([O:31][CH2:32][CH3:33])=[O:30].C(=O)([O-])[O-].[K+].[K+].CN(C)C=O. Product: [CH3:1][O:2][CH2:3][N:4]1[C:12]2[C:7](=[CH:8][CH:9]=[CH:10][C:11]=2[N:13]([CH2:28][C:29]([O:31][CH2:32][CH3:33])=[O:30])[S:14]([C:17]2[S:18][CH:19]=[CH:20][CH:21]=2)(=[O:16])=[O:15])[CH:6]=[C:5]1[C:22]1[S:23][CH:24]=[CH:25][N:26]=1. The catalyst class is: 6.